Dataset: Forward reaction prediction with 1.9M reactions from USPTO patents (1976-2016). Task: Predict the product of the given reaction. (1) Given the reactants NC1C=CC=C(C)C=1C(O)=O.[NH2:12][C:13]1[CH:28]=[CH:27][CH:26]=[C:25]([CH3:29])[C:14]=1[C:15]([NH:17][C:18]1[CH:23]=[CH:22][CH:21]=[CH:20][C:19]=1[CH3:24])=[O:16].[Cl:30][CH2:31][C:32](Cl)=O, predict the reaction product. The product is: [Cl:30][CH2:31][C:32]1[N:17]([C:18]2[CH:23]=[CH:22][CH:21]=[CH:20][C:19]=2[CH3:24])[C:15](=[O:16])[C:14]2[C:13](=[CH:28][CH:27]=[CH:26][C:25]=2[CH3:29])[N:12]=1. (2) The product is: [C:1]([O:4][CH2:5][CH2:6][C:7]1[CH:8]=[CH:9][C:10]([N:13]2[C:17]3[CH:18]=[C:19]([Cl:26])[C:20]([C:22]([F:24])([F:25])[F:23])=[CH:21][C:16]=3[N:15]=[C:14]2[C:27]([NH:30][C:31](=[O:33])[CH3:32])([CH3:29])[CH3:28])=[CH:11][CH:12]=1)(=[O:3])[CH3:2]. Given the reactants [C:1]([O:4][CH2:5][CH2:6][C:7]1[CH:12]=[CH:11][C:10]([N:13]2[C:17]3[CH:18]=[C:19]([Cl:26])[C:20]([C:22]([F:25])([F:24])[F:23])=[CH:21][C:16]=3[N:15]=[C:14]2[C:27]([NH2:30])([CH3:29])[CH3:28])=[CH:9][CH:8]=1)(=[O:3])[CH3:2].[C:31](Cl)(=[O:33])[CH3:32].O, predict the reaction product. (3) Given the reactants [NH2:1][C:2]1[N:7]=[C:6]([CH3:8])[C:5]([CH2:9][C:10]2[CH:19]=[CH:18][C:13]([C:14](OC)=[O:15])=[CH:12][C:11]=2[F:20])=[C:4]([NH:21][CH2:22][CH2:23][CH2:24][CH2:25][CH3:26])[N:3]=1.[H-].[Al+3].[Li+].[H-].[H-].[H-].CCOC(C)=O.[OH-].[Na+], predict the reaction product. The product is: [NH2:1][C:2]1[N:7]=[C:6]([CH3:8])[C:5]([CH2:9][C:10]2[CH:19]=[CH:18][C:13]([CH2:14][OH:15])=[CH:12][C:11]=2[F:20])=[C:4]([NH:21][CH2:22][CH2:23][CH2:24][CH2:25][CH3:26])[N:3]=1. (4) Given the reactants [O:1]1[C:6]2[CH:7]=[CH:8][CH:9]=[CH:10][C:5]=2[N:4]([CH:11]([C:19]2[CH:24]=[CH:23][CH:22]=[CH:21][CH:20]=2)[CH:12]([OH:18])[C:13](OCC)=[O:14])[CH2:3][CH2:2]1.[CH3:25][NH2:26], predict the reaction product. The product is: [O:1]1[C:6]2[CH:7]=[CH:8][CH:9]=[CH:10][C:5]=2[N:4]([CH:11]([C:19]2[CH:24]=[CH:23][CH:22]=[CH:21][CH:20]=2)[CH:12]([OH:18])[C:13]([NH:26][CH3:25])=[O:14])[CH2:3][CH2:2]1. (5) Given the reactants [CH:1]1([CH:4]([NH:7][CH:8]([C:10]2[CH:15]=[CH:14][CH:13]=[CH:12][CH:11]=2)[CH3:9])[CH2:5][NH2:6])[CH2:3][CH2:2]1.CCN(CC)CC.[CH3:23][C:24]([O:27][C:28](O[C:28]([O:27][C:24]([CH3:26])([CH3:25])[CH3:23])=[O:29])=[O:29])([CH3:26])[CH3:25], predict the reaction product. The product is: [C:24]([O:27][C:28](=[O:29])[NH:6][CH2:5][CH:4]([CH:1]1[CH2:3][CH2:2]1)[NH:7][CH:8]([C:10]1[CH:11]=[CH:12][CH:13]=[CH:14][CH:15]=1)[CH3:9])([CH3:26])([CH3:25])[CH3:23]. (6) Given the reactants N(C(C)(C)C#N)=NC(C)(C)C#N.[Cl:13][C:14]1[CH:23]=[CH:22][C:17]([C:18]([O:20][CH3:21])=[O:19])=[CH:16][C:15]=1[CH3:24].[Br:25]N1C(=O)CCC1=O, predict the reaction product. The product is: [Br:25][CH2:24][C:15]1[CH:16]=[C:17]([CH:22]=[CH:23][C:14]=1[Cl:13])[C:18]([O:20][CH3:21])=[O:19]. (7) Given the reactants [CH:1]1([C:4]2[C:5]([O:13][CH2:14][C:15]([F:18])([F:17])[F:16])=[N:6][CH:7]=[C:8]([CH:12]=2)[C:9]([OH:11])=O)[CH2:3][CH2:2]1.[CH3:19][N:20]([C:22]1[CH:27]=[CH:26][CH:25]=[CH:24][CH:23]=1)[NH2:21], predict the reaction product. The product is: [CH3:19][N:20]([C:22]1[CH:27]=[CH:26][CH:25]=[CH:24][CH:23]=1)[NH:21][C:9](=[O:11])[C:8]1[CH:12]=[C:4]([CH:1]2[CH2:2][CH2:3]2)[C:5]([O:13][CH2:14][C:15]([F:18])([F:17])[F:16])=[N:6][CH:7]=1.